Dataset: Reaction yield outcomes from USPTO patents with 853,638 reactions. Task: Predict the reaction yield, written as a fraction of the theoretical maximum amount of product (1.0 means a 100% yield; for example, 0.34 means a 34% yield). (1) The reactants are [OH-:1].[Na+].[CH3:3][CH:4]([CH3:10])[C:5](=O)[CH2:6][C:7]#[N:8].S(O)(O)(=O)=O.[NH2:16]O. The catalyst is O.C(O)C. The product is [CH:4]([C:5]1[CH:6]=[C:7]([NH2:8])[O:1][N:16]=1)([CH3:10])[CH3:3]. The yield is 0.780. (2) The yield is 0.710. The product is [Cl:1][C:2]1[CH:3]=[C:4]([C:12]2[N:17]=[CH:16][N:15]=[C:14]([NH:18][CH2:19][C@H:20]([NH:21][C:37](=[O:38])[C:36]([F:47])([F:46])[F:35])[C:22]3[CH:27]=[CH:26][CH:25]=[CH:24][CH:23]=3)[CH:13]=2)[CH:5]=[CH:6][C:7]=1[C:8]([F:9])([F:11])[F:10]. The catalyst is C1COCC1.O.CCOC(C)=O. The reactants are [Cl:1][C:2]1[CH:3]=[C:4]([C:12]2[N:17]=[CH:16][N:15]=[C:14]([NH:18][CH2:19][C@@H:20]([C:22]3[CH:27]=[CH:26][CH:25]=[CH:24][CH:23]=3)[NH2:21])[CH:13]=2)[CH:5]=[CH:6][C:7]=1[C:8]([F:11])([F:10])[F:9].C(N(CC)CC)C.[F:35][C:36]([F:47])([F:46])[C:37](O[C:37](=[O:38])[C:36]([F:47])([F:46])[F:35])=[O:38].